From a dataset of Peptide-MHC class I binding affinity with 185,985 pairs from IEDB/IMGT. Regression. Given a peptide amino acid sequence and an MHC pseudo amino acid sequence, predict their binding affinity value. This is MHC class I binding data. (1) The peptide sequence is NFWLNTLLF. The MHC is HLA-A68:02 with pseudo-sequence HLA-A68:02. The binding affinity (normalized) is 0.243. (2) The peptide sequence is SRWAISHWL. The MHC is HLA-B15:09 with pseudo-sequence HLA-B15:09. The binding affinity (normalized) is 0.0847. (3) The peptide sequence is AHINALEYI. The MHC is H-2-Kb with pseudo-sequence H-2-Kb. The binding affinity (normalized) is 0.179. (4) The peptide sequence is TSDYINTSL. The MHC is HLA-A29:02 with pseudo-sequence HLA-A29:02. The binding affinity (normalized) is 0.0847.